Dataset: Catalyst prediction with 721,799 reactions and 888 catalyst types from USPTO. Task: Predict which catalyst facilitates the given reaction. Reactant: [CH3:1][NH:2][C:3]1[CH:8]=[CH:7][C:6]([C:9]([F:12])([F:11])[F:10])=[CH:5][CH:4]=1.C(N(CC)CC)C.[Cl-].ClC1N(C)CC[NH+]1C.[CH3:29][O:30][C:31]1[C:32](=[O:55])[C:33]([CH3:54])=[C:34]([CH2:40][C:41]2[CH:42]=[CH:43][C:44]([O:50][C:51](=[O:53])[CH3:52])=[C:45]([CH:49]=2)[C:46](O)=[O:47])[C:35](=[O:39])[C:36]=1[O:37][CH3:38]. Product: [CH3:1][N:2]([C:46](=[O:47])[C:45]1[CH:49]=[C:41]([CH2:40][C:34]2[C:35](=[O:39])[C:36]([O:37][CH3:38])=[C:31]([O:30][CH3:29])[C:32](=[O:55])[C:33]=2[CH3:54])[CH:42]=[CH:43][C:44]=1[O:50][C:51](=[O:53])[CH3:52])[C:3]1[CH:4]=[CH:5][C:6]([C:9]([F:10])([F:11])[F:12])=[CH:7][CH:8]=1. The catalyst class is: 2.